This data is from Forward reaction prediction with 1.9M reactions from USPTO patents (1976-2016). The task is: Predict the product of the given reaction. Given the reactants Cl[C:2]1[N:7]=[C:6]2[N:8]([CH:11]3[CH2:16][CH2:15][N:14]([CH2:17][C:18]4[CH:19]=[N:20][CH:21]=[CH:22][CH:23]=4)[CH2:13][CH2:12]3)[N:9]=[CH:10][C:5]2=[C:4]([N:24]2[CH2:29][CH2:28][O:27][CH2:26][CH2:25]2)[N:3]=1.C([O-])([O-])=O.[Na+].[Na+].CO[CH2:38][CH2:39]OC, predict the reaction product. The product is: [NH:3]1[C:38]2[C:39](=[CH:16][C:11]([C:2]3[N:7]=[C:6]4[N:8]([CH:11]5[CH2:16][CH2:15][N:14]([CH2:17][C:18]6[CH:19]=[N:20][CH:21]=[CH:22][CH:23]=6)[CH2:13][CH2:12]5)[N:9]=[CH:10][C:5]4=[C:4]([N:24]4[CH2:29][CH2:28][O:27][CH2:26][CH2:25]4)[N:3]=3)=[CH:12][CH:13]=2)[CH2:5][CH2:4]1.